This data is from Catalyst prediction with 721,799 reactions and 888 catalyst types from USPTO. The task is: Predict which catalyst facilitates the given reaction. (1) Product: [Si:14]([O:1][CH2:2][C:3]1[CH:8]=[CH:7][C:6]([OH:9])=[CH:5][CH:4]=1)([C:11]([CH3:13])([CH3:12])[CH3:10])([CH3:16])[CH3:15]. The catalyst class is: 31. Reactant: [OH:1][CH2:2][C:3]1[CH:8]=[CH:7][C:6]([OH:9])=[CH:5][CH:4]=1.[CH3:10][C:11]([Si:14](Cl)([CH3:16])[CH3:15])([CH3:13])[CH3:12].N1C=CN=C1. (2) Reactant: [NH2:1][C:2]1[S:3][C:4]2[CH:10]=[C:9]([Br:11])[CH:8]=[CH:7][C:5]=2[N:6]=1.C(N(CC)CC)C.[C:19](Cl)(=[O:21])[CH3:20].O. Product: [Br:11][C:9]1[CH:8]=[CH:7][C:5]2[N:6]=[C:2]([NH:1][C:19](=[O:21])[CH3:20])[S:3][C:4]=2[CH:10]=1. The catalyst class is: 1. (3) Product: [C:18]([CH2:19][C:7]([CH:5]1[CH2:4][N:3]([C:11]([O:13][C:14]([CH3:17])([CH3:16])[CH3:15])=[O:12])[CH2:6]1)=[O:9])#[N:20]. Reactant: [H-].[Na+].[N:3]1([C:11]([O:13][C:14]([CH3:17])([CH3:16])[CH3:15])=[O:12])[CH2:6][CH:5]([C:7]([O:9]C)=O)[CH2:4]1.[C:18](#[N:20])[CH3:19].Cl. The catalyst class is: 7. (4) Reactant: [CH2:1]([NH:8][CH2:9][CH2:10][CH:11]=[CH:12][CH:13]=[CH2:14])[C:2]1[CH:7]=[CH:6][CH:5]=[CH:4][CH:3]=1.C(N(CC)CC)C.Br[CH2:23][CH:24]=[CH:25][C:26]([O:28][CH2:29][CH3:30])=[O:27].O. Product: [CH2:1]([N:8]1[CH2:9][CH2:10][CH:11]2[CH:24]([CH:25]([C:26]([O:28][CH2:29][CH3:30])=[O:27])[CH2:14][CH:13]=[CH:12]2)[CH2:23]1)[C:2]1[CH:7]=[CH:6][CH:5]=[CH:4][CH:3]=1. The catalyst class is: 10.